This data is from Forward reaction prediction with 1.9M reactions from USPTO patents (1976-2016). The task is: Predict the product of the given reaction. (1) Given the reactants [CH3:1][O:2][C:3]1[CH:4]=[C:5]2[C:10](=[CH:11][C:12]=1[O:13][CH3:14])[N:9]=[CH:8][CH:7]=[C:6]2[S:15][C:16]1[S:20][C:19]([NH2:21])=[CH:18][CH:17]=1.N1C=CC=CC=1.Cl[C:29]([O:31][C:32]1[CH:37]=[CH:36][CH:35]=[CH:34][CH:33]=1)=[O:30].C(OCC)(=O)C, predict the reaction product. The product is: [C:32]1([O:31][C:29](=[O:30])[NH:21][C:19]2[S:20][C:16]([S:15][C:6]3[C:5]4[C:10](=[CH:11][C:12]([O:13][CH3:14])=[C:3]([O:2][CH3:1])[CH:4]=4)[N:9]=[CH:8][CH:7]=3)=[CH:17][CH:18]=2)[CH:37]=[CH:36][CH:35]=[CH:34][CH:33]=1. (2) Given the reactants [CH3:1][O:2][C:3]1[CH:8]=[CH:7][CH:6]=[C:5]([NH2:9])[CH:4]=1.[H-].[Na+].F[C:13]1[CH:18]=[CH:17][CH:16]=[CH:15][C:14]=1[N+:19]([O-:21])=[O:20], predict the reaction product. The product is: [CH3:1][O:2][C:3]1[CH:4]=[C:5]([NH:9][C:13]2[CH:18]=[CH:17][CH:16]=[CH:15][C:14]=2[N+:19]([O-:21])=[O:20])[CH:6]=[CH:7][CH:8]=1. (3) Given the reactants [F:1][C:2]1[CH:38]=[C:37]([F:39])[CH:36]=[C:35]([F:40])[C:3]=1[CH2:4][N:5]1[C:13]([C:14]2[CH:15]=[C:16]([C:20]#[C:21][C:22]3[CH:23]=[C:24]([CH:28]=[CH:29][CH:30]=3)[C:25]([OH:27])=O)[CH:17]=[CH:18][CH:19]=2)=[C:12]2[C:7]([C:8]([C:31]([F:34])([F:33])[F:32])=[CH:9][CH:10]=[CH:11]2)=[N:6]1.Cl.CN.C(C1NC=CN=1)([C:46]1[NH:47]C=CN=1)=O, predict the reaction product. The product is: [CH3:46][NH:47][C:25](=[O:27])[C:24]1[CH:28]=[CH:29][CH:30]=[C:22]([C:21]#[C:20][C:16]2[CH:17]=[CH:18][CH:19]=[C:14]([C:13]3[N:5]([CH2:4][C:3]4[C:2]([F:1])=[CH:38][C:37]([F:39])=[CH:36][C:35]=4[F:40])[N:6]=[C:7]4[C:12]=3[CH:11]=[CH:10][CH:9]=[C:8]4[C:31]([F:32])([F:33])[F:34])[CH:15]=2)[CH:23]=1. (4) Given the reactants [C:1]([CH:6]1[CH2:12][CH2:11][CH2:10][C:9]2[CH:13]=[C:14]([N:17]3[CH2:21][C@H:20]([CH2:22][NH:23][C:24](=[O:26])[CH3:25])[O:19][C:18]3=[O:27])[CH:15]=[CH:16][C:8]=2[C:7]1=O)(=O)[CH:2]([CH3:4])[CH3:3].Cl.[NH2:30][NH2:31].C(=O)(O)[O-].[Na+], predict the reaction product. The product is: [CH:2]([C:1]1[C:6]2[CH2:12][CH2:11][CH2:10][C:9]3[CH:13]=[C:14]([N:17]4[CH2:21][C@H:20]([CH2:22][NH:23][C:24](=[O:26])[CH3:25])[O:19][C:18]4=[O:27])[CH:15]=[CH:16][C:8]=3[C:7]=2[NH:31][N:30]=1)([CH3:4])[CH3:3]. (5) Given the reactants [C:1]([O:5][C:6]([CH3:9])([CH3:8])[CH3:7])(=[O:4])[CH:2]=[CH2:3].C(N(C(C)C)CC)(C)C.CC1C=CC=CC=1P(C1C=CC=CC=1C)C1C=CC=CC=1C.Br[C:42]1[CH:43]=[C:44]2[CH:50]=[CH:49][NH:48][C:45]2=[N:46][CH:47]=1, predict the reaction product. The product is: [C:6]([O:5][C:1](=[O:4])[CH:2]=[CH2:3])([CH3:9])([CH3:8])[CH3:7].[NH:48]1[C:45]2=[N:46][CH:47]=[C:42](/[CH:3]=[CH:2]/[C:1]([O:5][C:6]([CH3:9])([CH3:8])[CH3:7])=[O:4])[CH:43]=[C:44]2[CH:50]=[CH:49]1. (6) Given the reactants [CH3:1][O:2][C:3]1[C:8]([NH2:9])=[CH:7][C:6]([C:10]#[C:11][C:12]2[C:13]([CH3:24])=[N:14][CH:15]=[N:16][C:17]=2[N:18]2[CH2:23][CH2:22][O:21][CH2:20][CH2:19]2)=[CH:5][N:4]=1.[CH3:25][N:26]1[CH:30]=[C:29]([S:31](Cl)(=[O:33])=[O:32])[CH:28]=[N:27]1.N1C=CC=CC=1.O, predict the reaction product. The product is: [CH3:1][O:2][C:3]1[C:8]([NH:9][S:31]([C:29]2[CH:28]=[N:27][N:26]([CH3:25])[CH:30]=2)(=[O:33])=[O:32])=[CH:7][C:6]([C:10]#[C:11][C:12]2[C:13]([CH3:24])=[N:14][CH:15]=[N:16][C:17]=2[N:18]2[CH2:19][CH2:20][O:21][CH2:22][CH2:23]2)=[CH:5][N:4]=1.